From a dataset of Full USPTO retrosynthesis dataset with 1.9M reactions from patents (1976-2016). Predict the reactants needed to synthesize the given product. (1) Given the product [F:18][C:19]1[CH:20]=[C:21]([N:34]2[CH2:38][C@H:37]([CH2:39][N:40]3[CH:44]=[CH:43][N:42]=[N:41]3)[O:36][C:35]2=[O:45])[CH:22]=[CH:23][C:24]=1[C:2]1[CH:7]=[N:6][C:5]([C:8]2[CH2:12][C@@H:11]([CH2:13][NH:14][CH2:15][CH2:16][OH:17])[O:10][N:9]=2)=[CH:4][CH:3]=1, predict the reactants needed to synthesize it. The reactants are: Br[C:2]1[CH:3]=[CH:4][C:5]([C:8]2[CH2:12][C@@H:11]([CH2:13][NH:14][CH2:15][CH2:16][OH:17])[O:10][N:9]=2)=[N:6][CH:7]=1.[F:18][C:19]1[CH:20]=[C:21]([N:34]2[CH2:38][C@H:37]([CH2:39][N:40]3[CH:44]=[CH:43][N:42]=[N:41]3)[O:36][C:35]2=[O:45])[CH:22]=[CH:23][C:24]=1B1OC(C)(C)C(C)(C)O1.C(=O)([O-])[O-].[K+].[K+].CO. (2) Given the product [Si:9]([O:16][CH2:17][C:18]1[CH:23]=[CH:22][N:21]=[C:20]([CH2:24][NH:6][CH2:5][C:4]([N:3]([CH3:8])[CH3:2])=[O:7])[CH:19]=1)([C:12]([CH3:15])([CH3:14])[CH3:13])([CH3:10])[CH3:11], predict the reactants needed to synthesize it. The reactants are: Cl.[CH3:2][N:3]([CH3:8])[C:4](=[O:7])[CH2:5][NH2:6].[Si:9]([O:16][CH2:17][C:18]1[CH:23]=[CH:22][N:21]=[C:20]([CH:24]=O)[CH:19]=1)([C:12]([CH3:15])([CH3:14])[CH3:13])([CH3:11])[CH3:10]. (3) Given the product [NH2:12][C:7]1[CH:8]=[CH:9][CH:10]=[CH:11][C:6]=1[CH2:5][NH:4][C:3]1[CH:15]=[CH:16][CH:17]=[CH:18][C:2]=1[F:1], predict the reactants needed to synthesize it. The reactants are: [F:1][C:2]1[CH:18]=[CH:17][CH:16]=[CH:15][C:3]=1[NH:4][CH2:5][C:6]1[CH:11]=[CH:10][CH:9]=[CH:8][C:7]=1[N+:12]([O-])=O.[Cl-].[NH4+]. (4) Given the product [Cl:1][C:2]1[C:3]([C:21]2[CH:26]=[C:25]([Cl:27])[CH:24]=[CH:23][C:22]=2[C:28]#[N:29])=[CH:4][C:5](=[O:20])[N:6]([CH:8]([CH2:16][CH:17]2[CH2:18][CH2:19]2)[C:9]([OH:11])=[O:10])[CH:7]=1, predict the reactants needed to synthesize it. The reactants are: [Cl:1][C:2]1[C:3]([C:21]2[CH:26]=[C:25]([Cl:27])[CH:24]=[CH:23][C:22]=2[C:28]#[N:29])=[CH:4][C:5](=[O:20])[N:6]([CH:8]([CH2:16][CH:17]2[CH2:19][CH2:18]2)[C:9]([O:11]C(C)(C)C)=[O:10])[CH:7]=1.C(O)(C(F)(F)F)=O. (5) Given the product [F:1][C:2]1[CH:7]=[CH:6][CH:5]=[C:4]([F:8])[C:3]=1[CH2:9][NH:11][C:12]1[CH:17]=[CH:16][C:15]([C:18]2[N:22]([CH3:23])[N:21]=[C:20]([C:24]([F:27])([F:25])[F:26])[CH:19]=2)=[C:14]([F:28])[CH:13]=1, predict the reactants needed to synthesize it. The reactants are: [F:1][C:2]1[CH:7]=[CH:6][CH:5]=[C:4]([F:8])[C:3]=1[C:9]([NH:11][C:12]1[CH:17]=[CH:16][C:15]([C:18]2[N:22]([CH3:23])[N:21]=[C:20]([C:24]([F:27])([F:26])[F:25])[CH:19]=2)=[C:14]([F:28])[CH:13]=1)=O.Cl.C(OCC)(=O)C. (6) Given the product [Br:1][C:2]1[CH:3]=[CH:4][C:5]([CH2:6][O:7][CH:8]([CH2:13][OH:12])[CH2:9][OH:10])=[CH:20][CH:21]=1, predict the reactants needed to synthesize it. The reactants are: [Br:1][C:2]1[CH:21]=[CH:20][C:5]([CH2:6][O:7][CH:8]2[CH2:13][O:12]C(C3C=CC=CC=3)[O:10][CH2:9]2)=[CH:4][CH:3]=1. (7) Given the product [CH3:4][O:5][C:6]([C:8]1[S:9][C:10]([C:31]#[C:32][C:33]([CH3:36])([CH3:35])[CH3:34])=[CH:11][C:12]=1[N:13]([C:21](=[O:30])[C:22]1[CH:27]=[CH:26][C:25]([CH3:28])=[CH:24][C:23]=1[CH3:29])[C@H:14]1[CH2:19][CH2:18][C@H:17]([OH:20])[CH2:16][CH2:15]1)=[O:7], predict the reactants needed to synthesize it. The reactants are: [BH4-].[Na+].O.[CH3:4][O:5][C:6]([C:8]1[S:9][C:10]([C:31]#[C:32][C:33]([CH3:36])([CH3:35])[CH3:34])=[CH:11][C:12]=1[N:13]([C:21](=[O:30])[C:22]1[CH:27]=[CH:26][C:25]([CH3:28])=[CH:24][C:23]=1[CH3:29])[CH:14]1[CH2:19][CH2:18][C:17](=[O:20])[CH2:16][CH2:15]1)=[O:7].Cl.